Dataset: Catalyst prediction with 721,799 reactions and 888 catalyst types from USPTO. Task: Predict which catalyst facilitates the given reaction. (1) Reactant: C([N:4](CC=C)[CH:5]([C:21]1[CH:26]=[CH:25][C:24]([CH2:27][O:28][CH3:29])=[CH:23][CH:22]=1)[C:6]([NH:8][C:9]1[CH:14]=[C:13]([F:15])[C:12]([Si:16]([CH3:19])([CH3:18])[CH3:17])=[C:11]([F:20])[CH:10]=1)=[O:7])C=C.CN1C(=O)CC(=O)N(C)C1=O. Product: [NH2:4][CH:5]([C:21]1[CH:22]=[CH:23][C:24]([CH2:27][O:28][CH3:29])=[CH:25][CH:26]=1)[C:6]([NH:8][C:9]1[CH:14]=[C:13]([F:15])[C:12]([Si:16]([CH3:17])([CH3:18])[CH3:19])=[C:11]([F:20])[CH:10]=1)=[O:7]. The catalyst class is: 176. (2) Reactant: [CH3:1][NH:2][C:3]1[N:8]=[C:7]([CH2:9][CH2:10][CH2:11][CH2:12][C:13]2[CH:25]=[CH:24][C:16]([CH2:17][C@@H:18]([C:20]([O:22]C)=[O:21])[NH2:19])=[CH:15][CH:14]=2)[CH:6]=[CH:5][CH:4]=1.[Cl:26][C:27]1[CH:35]=[CH:34][CH:33]=[CH:32][C:28]=1[C:29](O)=[O:30].CN1CCOCC1.CN(C(ON1N=NC2C=CC=CC1=2)=[N+](C)C)C.[B-](F)(F)(F)F.[Li+].[OH-]. Product: [Cl:26][C:27]1[CH:35]=[CH:34][CH:33]=[CH:32][C:28]=1[C:29]([NH:19][C@H:18]([C:20]([OH:22])=[O:21])[CH2:17][C:16]1[CH:24]=[CH:25][C:13]([CH2:12][CH2:11][CH2:10][CH2:9][C:7]2[CH:6]=[CH:5][CH:4]=[C:3]([NH:2][CH3:1])[N:8]=2)=[CH:14][CH:15]=1)=[O:30]. The catalyst class is: 3. (3) Reactant: [NH2:1][C:2]1[CH:7]=[N:6][CH:5]=[CH:4][N:3]=1.Br[CH2:9][CH:10](OC)OC. Product: [N:1]1[CH:9]=[CH:10][N:3]2[CH:4]=[CH:5][N:6]=[CH:7][C:2]=12. The catalyst class is: 361. (4) Reactant: [C:1](#[N:8])[C:2]1[CH:7]=[CH:6][CH:5]=[CH:4][CH:3]=1.Cl.[NH2:10]O.[Na]. The catalyst class is: 40. Product: [C:1]([NH2:10])(=[NH:8])[C:2]1[CH:7]=[CH:6][CH:5]=[CH:4][CH:3]=1. (5) Reactant: [F:1][C:2]1[CH:3]=[C:4]([N:22]2[CH2:26][C@H:25]([CH2:27][NH:28][C:29](=[O:31])[CH3:30])[O:24][C:23]2=[O:32])[CH:5]=[CH:6][C:7]=1[C:8]1[CH:9]=[N:10][C:11]([N:14]2C=CC(/C=N/O)=C2)=[N:12][CH:13]=1.Cl. Product: [NH2:14][C:11]1[N:10]=[CH:9][C:8]([C:7]2[CH:6]=[CH:5][C:4]([N:22]3[CH2:26][C@H:25]([CH2:27][NH:28][C:29](=[O:31])[CH3:30])[O:24][C:23]3=[O:32])=[CH:3][C:2]=2[F:1])=[CH:13][N:12]=1. The catalyst class is: 8. (6) Reactant: [NH2:1][CH:2]1[CH2:6][CH2:5][N:4]([C:7]2[CH:14]=[CH:13][C:10]([C:11]#[N:12])=[CH:9][N:8]=2)[CH2:3]1.[Cl:15][C:16]1[CH:23]=[C:22]([Cl:24])[CH:21]=[CH:20][C:17]=1[CH:18]=O.[BH4-].[Na+]. Product: [NH3:1].[Cl:15][C:16]1[CH:23]=[C:22]([Cl:24])[CH:21]=[CH:20][C:17]=1[CH2:18][NH:1][CH:2]1[CH2:6][CH2:5][N:4]([C:7]2[CH:14]=[CH:13][C:10]([C:11]#[N:12])=[CH:9][N:8]=2)[CH2:3]1. The catalyst class is: 138.